From a dataset of Full USPTO retrosynthesis dataset with 1.9M reactions from patents (1976-2016). Predict the reactants needed to synthesize the given product. (1) Given the product [NH2:1][C:2]1[N:11]=[C:10]([C:12]([N:14]2[CH2:22][C:21]3[C:16](=[CH:17][CH:18]=[CH:19][CH:20]=3)[CH2:15]2)=[O:13])[C:9]2[C:4](=[CH:5][CH:6]=[C:7]([CH:23]3[CH2:33][CH2:32][CH2:31][CH:30]3[C:43]([OH:44])=[O:37])[CH:8]=2)[N:3]=1, predict the reactants needed to synthesize it. The reactants are: [NH2:1][C:2]1[N:11]=[C:10]([C:12]([N:14]2[CH2:22][C:21]3[C:16](=[CH:17][CH:18]=[CH:19][CH:20]=3)[CH2:15]2)=[O:13])[C:9]2[C:4](=[CH:5][CH:6]=[C:7]([CH2:23]C(OCC)=O)[CH:8]=2)[N:3]=1.Br[CH2:30][CH2:31][CH2:32][CH2:33]Br.[H-].[Na+].[OH-:37].[Na+].Cl.CN([CH:43]=[O:44])C. (2) Given the product [CH:14]1([O:12][C:4]2[CH:5]=[C:6]([N+:9]([O-:11])=[O:10])[CH:7]=[CH:8][C:3]=2[O:2][CH3:1])[CH2:18][CH2:17][CH2:16][CH2:15]1, predict the reactants needed to synthesize it. The reactants are: [CH3:1][O:2][C:3]1[CH:8]=[CH:7][C:6]([N+:9]([O-:11])=[O:10])=[CH:5][C:4]=1[OH:12].Br[CH:14]1[CH2:18][CH2:17][CH2:16][CH2:15]1.C([O-])([O-])=O.[K+].[K+]. (3) Given the product [CH3:54][O:55][C:56]1[CH:57]=[C:58]2[C:63](=[CH:64][C:65]=1[O:66][CH3:67])[N:62]=[CH:61][CH:60]=[C:59]2[O:68][C:69]1[CH:74]=[CH:73][C:72]([NH:75][C:33]([C:31]2[C:30](=[O:36])[N:29]([C:37]3[CH:42]=[CH:41][C:40]([F:43])=[CH:39][CH:38]=3)[C:28](=[O:44])[N:27]([CH2:25][CH3:26])[CH:32]=2)=[O:35])=[CH:71][C:70]=1[F:76], predict the reactants needed to synthesize it. The reactants are: F[P-](F)(F)(F)(F)F.C[N+](C)=C(N(C)C)ON1C2N=CC=CC=2N=N1.[CH2:25]([N:27]1[CH:32]=[C:31]([C:33]([OH:35])=O)[C:30](=[O:36])[N:29]([C:37]2[CH:42]=[CH:41][C:40]([F:43])=[CH:39][CH:38]=2)[C:28]1=[O:44])[CH3:26].C(N(CC)C(C)C)(C)C.[CH3:54][O:55][C:56]1[CH:57]=[C:58]2[C:63](=[CH:64][C:65]=1[O:66][CH3:67])[N:62]=[CH:61][CH:60]=[C:59]2[O:68][C:69]1[CH:74]=[CH:73][C:72]([NH2:75])=[CH:71][C:70]=1[F:76]. (4) The reactants are: Cl.[F:2][C:3]1[C:23]([CH2:24][N:25]2[CH2:29][CH2:28][CH2:27][CH2:26]2)=[CH:22][CH:21]=[CH:20][C:4]=1[O:5][C@H:6]1[CH2:9][C@H:8]([CH2:10][N:11](C)[C:12](=O)OC(C)(C)C)[CH2:7]1. Given the product [F:2][C:3]1[C:23]([CH2:24][N:25]2[CH2:29][CH2:28][CH2:27][CH2:26]2)=[CH:22][CH:21]=[CH:20][C:4]=1[O:5][C@H:6]1[CH2:9][C@H:8]([CH2:10][NH:11][CH3:12])[CH2:7]1, predict the reactants needed to synthesize it. (5) Given the product [Br:1][C:2]1[CH:3]=[C:4]([CH:21]=[C:22]([CH:24]([OH:25])[CH3:26])[CH:23]=1)[CH2:5][O:6][C:7]1[CH:12]=[CH:11][CH:10]=[CH:9][C:8]=1[CH2:13][C:14]([O:16][C:17]([CH3:20])([CH3:19])[CH3:18])=[O:15], predict the reactants needed to synthesize it. The reactants are: [Br:1][C:2]1[CH:3]=[C:4]([CH:21]=[C:22]([CH:24]=[O:25])[CH:23]=1)[CH2:5][O:6][C:7]1[CH:12]=[CH:11][CH:10]=[CH:9][C:8]=1[CH2:13][C:14]([O:16][C:17]([CH3:20])([CH3:19])[CH3:18])=[O:15].[CH3:26][Mg+].[Br-]. (6) Given the product [C:6]([NH:1][CH2:2][C:3]([OH:5])=[O:4])([O:8][CH2:9][CH:10]1[C:11]2[C:16](=[CH:15][CH:14]=[CH:13][CH:12]=2)[C:17]2[C:22]1=[CH:21][CH:20]=[CH:19][CH:18]=2)=[O:7], predict the reactants needed to synthesize it. The reactants are: [NH:1]([C:6]([O:8][CH2:9][CH:10]1[C:22]2[C:17](=[CH:18][CH:19]=[CH:20][CH:21]=2)[C:16]2[C:11]1=[CH:12][CH:13]=[CH:14][CH:15]=2)=[O:7])[CH2:2][C:3]([OH:5])=[O:4].N(C(OCC=C)=O)CC(O)=O.N1CCCCC1.CN(C(ON1N=NC2C=CC=CC1=2)=[N+](C)C)C.[B-](F)(F)(F)F.C(C(C1C(OC)=C(C=C([N+]([O-])=O)C=1)OCCCC(O)=O)CN)(OCC1C2C(=CC=CC=2)C2C1=CC=CC=2)=O.NCC(O)=O.